From a dataset of Full USPTO retrosynthesis dataset with 1.9M reactions from patents (1976-2016). Predict the reactants needed to synthesize the given product. (1) The reactants are: [C:1]([O:5][C:6]([N:8]1[CH2:13][CH2:12][C@H:11]([NH:14][C:15]([O:17][CH2:18][C:19]2[CH:24]=[CH:23][CH:22]=[CH:21][CH:20]=2)=[O:16])[C@H:10]([NH2:25])[CH2:9]1)=[O:7])([CH3:4])([CH3:3])[CH3:2].C(N(CC)CC)C.[O:33]=[C:34]1[CH:39]=[CH:38][CH:37]=[CH:36][N:35]1[C:40]1[CH:48]=[CH:47][C:43]([C:44](Cl)=[O:45])=[CH:42][CH:41]=1. Given the product [C:1]([O:5][C:6]([N:8]1[CH2:13][CH2:12][C@H:11]([NH:14][C:15]([O:17][CH2:18][C:19]2[CH:20]=[CH:21][CH:22]=[CH:23][CH:24]=2)=[O:16])[C@H:10]([NH:25][C:44](=[O:45])[C:43]2[CH:42]=[CH:41][C:40]([N:35]3[CH:36]=[CH:37][CH:38]=[CH:39][C:34]3=[O:33])=[CH:48][CH:47]=2)[CH2:9]1)=[O:7])([CH3:4])([CH3:2])[CH3:3], predict the reactants needed to synthesize it. (2) Given the product [Br:1][C:2]1[CH:25]=[CH:24][C:5]([O:6][CH2:7][CH:8]2[CH2:13][CH2:12][N:11]([CH2:14][C:16]3([C:20]([F:21])([F:23])[F:22])[CH2:17][CH2:18][CH2:19]3)[CH2:10][CH2:9]2)=[C:4]([F:26])[CH:3]=1, predict the reactants needed to synthesize it. The reactants are: [Br:1][C:2]1[CH:25]=[CH:24][C:5]([O:6][CH2:7][CH:8]2[CH2:13][CH2:12][N:11]([C:14]([C:16]3([C:20]([F:23])([F:22])[F:21])[CH2:19][CH2:18][CH2:17]3)=O)[CH2:10][CH2:9]2)=[C:4]([F:26])[CH:3]=1.O.